Dataset: Reaction yield outcomes from USPTO patents with 853,638 reactions. Task: Predict the reaction yield, written as a fraction of the theoretical maximum amount of product (1.0 means a 100% yield; for example, 0.34 means a 34% yield). (1) The yield is 0.0225. The catalyst is O. The reactants are O.O.[C:3]([O-:15])(=[O:14])[CH2:4][C:5]([CH2:10][C:11]([O-:13])=[O:12])([C:7]([O-:9])=[O:8])[OH:6].[Na+:16].[Na+].[Na+]. The product is [C:3]([O-:15])(=[O:14])[CH2:4][C:5]([CH2:10][C:11]([O-:13])=[O:12])([C:7]([O-:9])=[O:8])[OH:6].[Na+:16].[Na+:16].[Na+:16]. (2) The reactants are [Cl:1][C:2]1[CH:11]=[N:10][C:9]2[N:8]=[C:7](O)[N:6]3[N:13]=[C:14]([CH2:16][CH3:17])[N:15]=[C:5]3[C:4]=2[CH:3]=1.CCN(C(C)C)C(C)C.C([O-])(O)=O.[Na+].O=P(Cl)(Cl)[Cl:34]. The catalyst is [Cl-].C([N+](CC)(CC)CC1C=CC=CC=1)C. The product is [Cl:34][C:7]1[N:6]2[N:13]=[C:14]([CH2:16][CH3:17])[N:15]=[C:5]2[C:4]2[CH:3]=[C:2]([Cl:1])[CH:11]=[N:10][C:9]=2[N:8]=1. The yield is 0.210. (3) The product is [C:29]([O:33][C:34]([N:36]1[CH2:41][CH2:40][N:39]([CH2:20][C:17]2[CH:16]=[N:15][C:14]([NH:13][C:10]3[N:11]=[CH:12][C:7]4[CH:6]=[C:5]([C:3](=[O:4])[N:2]([CH3:1])[CH3:28])[N:22]([CH:23]5[CH2:27][CH2:26][CH2:25][CH2:24]5)[C:8]=4[N:9]=3)=[CH:19][CH:18]=2)[CH2:38][CH2:37]1)=[O:35])([CH3:32])([CH3:30])[CH3:31]. The reactants are [CH3:1][N:2]([CH3:28])[C:3]([C:5]1[N:22]([CH:23]2[CH2:27][CH2:26][CH2:25][CH2:24]2)[C:8]2[N:9]=[C:10]([NH:13][C:14]3[CH:19]=[CH:18][C:17]([CH:20]=O)=[CH:16][N:15]=3)[N:11]=[CH:12][C:7]=2[CH:6]=1)=[O:4].[C:29]([O:33][C:34]([N:36]1[CH2:41][CH2:40][NH:39][CH2:38][CH2:37]1)=[O:35])([CH3:32])([CH3:31])[CH3:30]. No catalyst specified. The yield is 0.600. (4) The reactants are C[O:2][C:3]([C:5]1[CH:6]=[C:7]([CH:33]=[CH:34][CH:35]=1)[CH2:8][N:9]1[C:13](=[O:14])[C:12]2([CH2:19][CH2:18][N:17]([C:20]([O:22][C:23]([CH3:26])([CH3:25])[CH3:24])=[O:21])[CH2:16][CH2:15]2)[N:11]([C:27]2[CH:32]=[CH:31][CH:30]=[CH:29][CH:28]=2)[CH2:10]1)=[O:4].O.[OH-].[Li+]. The catalyst is CO.O. The product is [C:23]([O:22][C:20]([N:17]1[CH2:18][CH2:19][C:12]2([N:11]([C:27]3[CH:32]=[CH:31][CH:30]=[CH:29][CH:28]=3)[CH2:10][N:9]([CH2:8][C:7]3[CH:6]=[C:5]([CH:35]=[CH:34][CH:33]=3)[C:3]([OH:4])=[O:2])[C:13]2=[O:14])[CH2:15][CH2:16]1)=[O:21])([CH3:26])([CH3:24])[CH3:25]. The yield is 0.970.